From a dataset of Full USPTO retrosynthesis dataset with 1.9M reactions from patents (1976-2016). Predict the reactants needed to synthesize the given product. Given the product [CH2:18]([NH:20][C:21](=[O:22])[O:17][C:13]1[CH:12]=[C:11]2[C:16](=[CH:15][CH:14]=1)[N:8]([CH2:1][C:2]1[CH:3]=[CH:4][CH:5]=[CH:6][CH:7]=1)[CH2:9][CH2:10]2)[CH3:19], predict the reactants needed to synthesize it. The reactants are: [CH2:1]([N:8]1[C:16]2[C:11](=[CH:12][C:13]([OH:17])=[CH:14][CH:15]=2)[CH2:10][CH2:9]1)[C:2]1[CH:7]=[CH:6][CH:5]=[CH:4][CH:3]=1.[CH2:18]([N:20]=[C:21]=[O:22])[CH3:19].